From a dataset of Forward reaction prediction with 1.9M reactions from USPTO patents (1976-2016). Predict the product of the given reaction. (1) Given the reactants Br[C:2]1[CH:3]=[CH:4][C:5]([N:15]([CH3:17])[CH3:16])=[C:6]([CH:14]=1)[C:7]([N:9]([CH2:12][CH3:13])[CH2:10][CH3:11])=[O:8].[C:18]1(B(O)O)[CH:23]=[CH:22][CH:21]=[CH:20][CH:19]=1.C([O-])([O-])=O.[Na+].[Na+], predict the reaction product. The product is: [CH3:16][N:15]([CH3:17])[C:5]1[CH:4]=[CH:3][C:2]([C:18]2[CH:23]=[CH:22][CH:21]=[CH:20][CH:19]=2)=[CH:14][C:6]=1[C:7]([N:9]([CH2:12][CH3:13])[CH2:10][CH3:11])=[O:8]. (2) Given the reactants N1[C:5]2[CH:6]=[CH:7][CH:8]=[CH:9][C:4]=2N=N1.S(Cl)(Cl)=O.[OH:14][C:15]1[CH:23]=[CH:22][C:21]([C:24]([O:26][CH3:27])=[O:25])=[CH:20][C:16]=1[C:17]([OH:19])=O.[CH2:28]([N:30](CC)[CH2:31]C)[CH3:29], predict the reaction product. The product is: [OH:14][C:15]1[CH:23]=[CH:22][C:21]([C:24]([O:26][CH3:27])=[O:25])=[CH:20][C:16]=1[C:17]([N:30]1[CH2:28][CH2:29][C:5]2[C:4](=[CH:9][CH:8]=[CH:7][CH:6]=2)[CH2:31]1)=[O:19].